This data is from TCR-epitope binding with 47,182 pairs between 192 epitopes and 23,139 TCRs. The task is: Binary Classification. Given a T-cell receptor sequence (or CDR3 region) and an epitope sequence, predict whether binding occurs between them. (1) The epitope is ELAGIGILTV. The TCR CDR3 sequence is CASRISGTSYEQYF. Result: 0 (the TCR does not bind to the epitope). (2) The TCR CDR3 sequence is CASSPSVGGTEAFF. The epitope is VLQAVGACV. Result: 0 (the TCR does not bind to the epitope). (3) The epitope is ALLADKFPV. The TCR CDR3 sequence is CASSDTASGDTDTQYF. Result: 0 (the TCR does not bind to the epitope).